Dataset: Full USPTO retrosynthesis dataset with 1.9M reactions from patents (1976-2016). Task: Predict the reactants needed to synthesize the given product. (1) Given the product [S:1]1[CH2:5][CH2:4][N:3]=[C:2]1[C:6]1[NH:7][C:8]2[C:13]([CH:14]=1)=[CH:12][CH:11]=[CH:10][C:9]=2[NH2:15], predict the reactants needed to synthesize it. The reactants are: [S:1]1[CH2:5][CH2:4][N:3]=[C:2]1[C:6]1[NH:7][C:8]2[C:13]([CH:14]=1)=[CH:12][CH:11]=[CH:10][C:9]=2[N+:15]([O-])=O.[Cl-].[Ca+2].[Cl-].C(O)C.Cl. (2) The reactants are: Cl[C:2]1[C:11]([N+:12]([O-:14])=[O:13])=[CH:10][C:5]([C:6]([O:8][CH3:9])=[O:7])=[CH:4][N:3]=1.[CH2:15]([NH:22][CH2:23][C:24]([O:26][CH3:27])=[O:25])[C:16]1[CH:21]=[CH:20][CH:19]=[CH:18][CH:17]=1.Cl[CH2:29]Cl. Given the product [CH2:15]([N:22]([CH2:23][C:24]([O:26][CH2:27][CH3:29])=[O:25])[C:2]1[C:11]([N+:12]([O-:14])=[O:13])=[CH:10][C:5]([C:6]([O:8][CH3:9])=[O:7])=[CH:4][N:3]=1)[C:16]1[CH:21]=[CH:20][CH:19]=[CH:18][CH:17]=1, predict the reactants needed to synthesize it.